From a dataset of Forward reaction prediction with 1.9M reactions from USPTO patents (1976-2016). Predict the product of the given reaction. (1) Given the reactants [Cl:1][C:2]1[CH:7]=[C:6]([CH3:8])[CH:5]=[C:4]([Cl:9])[C:3]=1[N:10]([C:18](=[O:21])[CH2:19]Cl)[C:11]1[CH:16]=[CH:15][C:14]([CH3:17])=[CH:13][CH:12]=1.[Cl-].[Al+3].[Cl-].[Cl-], predict the reaction product. The product is: [Cl:9][C:4]1[CH:5]=[C:6]([CH3:8])[CH:7]=[C:2]([Cl:1])[C:3]=1[N:10]1[C:11]2[C:16](=[CH:15][C:14]([CH3:17])=[CH:13][CH:12]=2)[CH2:19][C:18]1=[O:21]. (2) Given the reactants [OH:1][C:2]1[CH:3]=[C:4]2[C:9](=[CH:10][CH:11]=1)[CH:8]=[C:7]([CH2:12][N:13]1[CH2:16][CH:15]([C:17]([O:19][CH3:20])=[O:18])[CH2:14]1)[CH:6]=[CH:5]2.[F:21][C:22]([F:31])([F:30])[CH:23]1[CH2:28][CH2:27][CH:26](O)[CH2:25][CH2:24]1.C1C=CC(P(C2C=CC=CC=2)C2C=CC=CC=2)=CC=1.CC(OC(/N=N/C(OC(C)C)=O)=O)C, predict the reaction product. The product is: [F:21][C:22]([F:31])([F:30])[CH:23]1[CH2:28][CH2:27][CH:26]([O:1][C:2]2[CH:3]=[C:4]3[C:9](=[CH:10][CH:11]=2)[CH:8]=[C:7]([CH2:12][N:13]2[CH2:16][CH:15]([C:17]([O:19][CH3:20])=[O:18])[CH2:14]2)[CH:6]=[CH:5]3)[CH2:25][CH2:24]1. (3) Given the reactants [F:1][C:2]1[C:7]([F:8])=[CH:6][CH:5]=[CH:4][C:3]=1[CH2:9][OH:10].N1C=CN=C1.[C:16]([Si:20]([CH3:23])([CH3:22])Cl)([CH3:19])([CH3:18])[CH3:17], predict the reaction product. The product is: [C:16]([Si:20]([O:10][CH2:9][C:3]1[CH:4]=[CH:5][CH:6]=[C:7]([F:8])[C:2]=1[F:1])([CH3:23])[CH3:22])([CH3:19])([CH3:18])[CH3:17]. (4) Given the reactants [Cl:1][C:2]1[CH:3]=[C:4]2[C:12](=[O:13])[C:11]3[CH:14]=[C:15](Cl)[N:16]=[CH:17][C:10]=3[CH:9]=[CH:8][C:5]2=[N:6][CH:7]=1.[CH3:19][O:20][C:21]1[CH:28]=[C:27]([O:29][CH3:30])[CH:26]=[CH:25][C:22]=1[CH2:23][NH2:24], predict the reaction product. The product is: [Cl:1][C:2]1[CH:3]=[C:4]2[C:12](=[O:13])[C:11]3[CH:14]=[C:15]([NH:24][CH2:23][C:22]4[CH:25]=[CH:26][C:27]([O:29][CH3:30])=[CH:28][C:21]=4[O:20][CH3:19])[N:16]=[CH:17][C:10]=3[CH:9]=[CH:8][C:5]2=[N:6][CH:7]=1. (5) Given the reactants [F:1][C:2]1[CH:3]=[C:4]([C:8]2[C@:9]3([CH2:25][CH2:24][C@H:23]4[C@@H:14]([CH2:15][CH2:16][C:17]5[CH:18]=[C:19]([C:26](O)=[O:27])[CH:20]=[CH:21][C:22]=54)[C@@H:11]3[CH2:12][CH:13]=2)[CH3:10])[CH:5]=[N:6][CH:7]=1.[CH3:29][S:30]([CH2:32][CH2:33][NH2:34])=[O:31], predict the reaction product. The product is: [F:1][C:2]1[CH:3]=[C:4]([C:8]2[C@:9]3([CH2:25][CH2:24][C@H:23]4[C@@H:14]([CH2:15][CH2:16][C:17]5[CH:18]=[C:19]([C:26]([NH:34][CH2:33][CH2:32][S:30]([CH3:29])=[O:31])=[O:27])[CH:20]=[CH:21][C:22]=54)[C@@H:11]3[CH2:12][CH:13]=2)[CH3:10])[CH:5]=[N:6][CH:7]=1.